From a dataset of Catalyst prediction with 721,799 reactions and 888 catalyst types from USPTO. Predict which catalyst facilitates the given reaction. Reactant: C[O:2][C:3]([C:5]1[CH:10]=[N:9][C:8]([O:11][C:12]2[CH:17]=[CH:16][C:15]([CH:18]([CH3:37])[C:19]([OH:36])([C:24]3[CH:25]=[CH:26][C:27]4[O:32][CH2:31][C:30](=[O:33])[N:29]([CH3:34])[C:28]=4[CH:35]=3)[C:20]([F:23])([F:22])[F:21])=[C:14]([Cl:38])[CH:13]=2)=[CH:7][N:6]=1)=[O:4].[OH-].[Na+].O.Cl. Product: [Cl:38][C:14]1[CH:13]=[C:12]([CH:17]=[CH:16][C:15]=1[CH:18]([CH3:37])[C:19]([OH:36])([C:24]1[CH:25]=[CH:26][C:27]2[O:32][CH2:31][C:30](=[O:33])[N:29]([CH3:34])[C:28]=2[CH:35]=1)[C:20]([F:21])([F:22])[F:23])[O:11][C:8]1[N:9]=[CH:10][C:5]([C:3]([OH:4])=[O:2])=[N:6][CH:7]=1. The catalyst class is: 7.